This data is from Full USPTO retrosynthesis dataset with 1.9M reactions from patents (1976-2016). The task is: Predict the reactants needed to synthesize the given product. (1) Given the product [CH:1]1[C:10]2[C:5](=[CH:6][CH:7]=[CH:8][CH:9]=2)[CH:4]=[CH:3][C:2]=1[NH:11][CH2:12][CH2:13][NH:14][S:25]([CH:24]=[CH2:23])(=[O:27])=[O:26], predict the reactants needed to synthesize it. The reactants are: [CH:1]1[C:10]2[C:5](=[CH:6][CH:7]=[CH:8][CH:9]=2)[CH:4]=[CH:3][C:2]=1[NH:11][CH2:12][CH2:13][NH2:14].C(N(CC)CC)C.Cl[CH2:23][CH2:24][S:25](Cl)(=[O:27])=[O:26]. (2) Given the product [Cl:1][C:2]1[CH:10]=[CH:9][CH:8]=[C:7]2[C:3]=1[C:4]([CH:34]([C:42]1[CH:43]=[CH:44][C:39]([O:38][CH:37]([F:48])[F:36])=[CH:40][CH:41]=1)[OH:35])=[CH:5][N:6]2[C@@H:11]1[O:28][C@H:27]([CH2:29][O:30][C:31](=[O:33])[CH3:32])[C@@H:22]([O:23][C:24](=[O:26])[CH3:25])[C@H:17]([O:18][C:19](=[O:21])[CH3:20])[C@H:12]1[O:13][C:14](=[O:16])[CH3:15], predict the reactants needed to synthesize it. The reactants are: [Cl:1][C:2]1[CH:10]=[CH:9][CH:8]=[C:7]2[C:3]=1[C:4]([CH:34]=[O:35])=[CH:5][N:6]2[C@@H:11]1[O:28][C@H:27]([CH2:29][O:30][C:31](=[O:33])[CH3:32])[C@@H:22]([O:23][C:24](=[O:26])[CH3:25])[C@H:17]([O:18][C:19](=[O:21])[CH3:20])[C@H:12]1[O:13][C:14](=[O:16])[CH3:15].[F:36][CH:37]([F:48])[O:38][C:39]1[CH:44]=[CH:43][C:42](B(O)O)=[CH:41][CH:40]=1.C(P(C(C)(C)C)C(C)(C)C)(C)(C)C.COCCOC. (3) Given the product [ClH:13].[Cl:13][C:14]1[CH:33]=[CH:32][C:17]([NH:18][C:19]2[C:28]3[C:23](=[CH:24][C:25]([O:31][CH2:42][CH2:41][N:40]4[C:39]([CH3:44])=[N:38][N:37]=[C:36]4[CH3:35])=[C:26]([O:29][CH3:30])[CH:27]=3)[N:22]=[CH:21][N:20]=2)=[C:16]([F:34])[CH:15]=1, predict the reactants needed to synthesize it. The reactants are: N(C(OCC)=O)=NC(OCC)=O.[Cl:13][C:14]1[CH:33]=[CH:32][C:17]([NH:18][C:19]2[C:28]3[C:23](=[CH:24][C:25]([OH:31])=[C:26]([O:29][CH3:30])[CH:27]=3)[N:22]=[CH:21][N:20]=2)=[C:16]([F:34])[CH:15]=1.[CH3:35][C:36]1[N:40]([CH2:41][CH2:42]O)[C:39]([CH3:44])=[N:38][N:37]=1.C1(P(C2C=CC=CC=2)C2C=CC=CC=2)C=CC=CC=1. (4) Given the product [F:1][C@@H:2]1[CH2:19][C@@:18]2([CH3:20])[C:5]([C:6](=[O:22])[CH2:7][C@@H:8]3[C@@H:17]2[CH2:16][CH2:15][C@@:13]2([CH3:14])[C@H:9]3[CH2:10][CH2:11][C@@H:12]2[OH:21])=[CH:4][C:3]1=[O:24], predict the reactants needed to synthesize it. The reactants are: [F:1][C@@H:2]1[CH2:19][C@@:18]2([CH3:20])[C:5]([C:6]([O:22]C)=[CH:7][C@@H:8]3[C@@H:17]2[CH2:16][CH2:15][C@@:13]2([CH3:14])[C@H:9]3[CH2:10][CH2:11][C@@H:12]2[OH:21])=[CH:4][C:3]1=[O:24].